Task: Predict the reactants needed to synthesize the given product.. Dataset: Full USPTO retrosynthesis dataset with 1.9M reactions from patents (1976-2016) (1) Given the product [F:1][C:2]1[CH:7]=[CH:6][C:5]([N:8]2[C:13]3[CH:14]=[CH:15][C:16]([NH:18][S:19]([CH3:22])(=[O:21])=[O:20])=[CH:17][C:12]=3[O:11][C:10]([CH3:24])([CH3:23])[C:9]2=[S:35])=[CH:4][CH:3]=1, predict the reactants needed to synthesize it. The reactants are: [F:1][C:2]1[CH:7]=[CH:6][C:5]([N:8]2[C:13]3[CH:14]=[CH:15][C:16]([NH:18][S:19]([CH3:22])(=[O:21])=[O:20])=[CH:17][C:12]=3[O:11][C:10]([CH3:24])([CH3:23])[C:9]2=O)=[CH:4][CH:3]=1.COC1C=CC(P2(SP(C3C=CC(OC)=CC=3)(=S)S2)=[S:35])=CC=1. (2) Given the product [F:12][C:13]1[CH:14]=[CH:15][C:16]([N:19]([CH3:28])[C:20]([C@H:22]2[CH2:27][CH2:26][CH2:25][N:24]([C:6](=[O:7])[C:5]3[CH:9]=[CH:10][C:2]([F:1])=[CH:3][CH:4]=3)[CH2:23]2)=[O:21])=[CH:17][CH:18]=1, predict the reactants needed to synthesize it. The reactants are: [F:1][C:2]1[CH:10]=[CH:9][C:5]([C:6](Cl)=[O:7])=[CH:4][CH:3]=1.Cl.[F:12][C:13]1[CH:18]=[CH:17][C:16]([N:19]([CH3:28])[C:20]([C@H:22]2[CH2:27][CH2:26][CH2:25][NH:24][CH2:23]2)=[O:21])=[CH:15][CH:14]=1.C(N(CC)CC)C. (3) Given the product [F:4][C:5]1[CH:24]=[CH:23][CH:22]=[C:21]([F:25])[C:6]=1/[CH:7]=[CH:8]/[C:9]1[CH:17]=[CH:16][C:12]([N:13]([CH3:14])[CH3:15])=[CH:11][C:10]=1[NH2:18], predict the reactants needed to synthesize it. The reactants are: Cl[Sn]Cl.[F:4][C:5]1[CH:24]=[CH:23][CH:22]=[C:21]([F:25])[C:6]=1/[CH:7]=[CH:8]/[C:9]1[CH:17]=[CH:16][C:12]([N:13]([CH3:15])[CH3:14])=[CH:11][C:10]=1[N+:18]([O-])=O. (4) Given the product [CH3:1][C:2]1[CH:11]=[CH:10][C:9]2[C:4](=[CH:5][CH:6]=[CH:7][C:8]=2[O:12][CH2:13][CH2:14][N:15]2[CH2:20][CH2:19][N:18]([CH2:26][C:25]3[CH:24]=[C:23]([CH:30]=[CH:29][CH:28]=3)[C:21]#[N:22])[CH2:17][CH2:16]2)[N:3]=1, predict the reactants needed to synthesize it. The reactants are: [CH3:1][C:2]1[CH:11]=[CH:10][C:9]2[C:4](=[CH:5][CH:6]=[CH:7][C:8]=2[O:12][CH2:13][CH2:14][N:15]2[CH2:20][CH2:19][NH:18][CH2:17][CH2:16]2)[N:3]=1.[C:21]([C:23]1[CH:24]=[C:25]([CH:28]=[CH:29][CH:30]=1)[CH:26]=O)#[N:22].C(O[BH-](OC(=O)C)OC(=O)C)(=O)C.[Na+].C([O-])(O)=O.[Na+]. (5) Given the product [C:1]([O:8][C:9]1[CH:17]=[CH:16][C:15]([O:18][CH2:19][CH2:20][CH3:21])=[CH:14][C:10]=1[C:11]([OH:13])=[O:12])(=[O:3])[CH3:2], predict the reactants needed to synthesize it. The reactants are: [C:1](OC(=O)C)(=[O:3])[CH3:2].[OH:8][C:9]1[CH:17]=[CH:16][C:15]([O:18][CH2:19][CH2:20][CH3:21])=[CH:14][C:10]=1[C:11]([OH:13])=[O:12].